This data is from NCI-60 drug combinations with 297,098 pairs across 59 cell lines. The task is: Regression. Given two drug SMILES strings and cell line genomic features, predict the synergy score measuring deviation from expected non-interaction effect. (1) Drug 1: CC1=CC2C(CCC3(C2CCC3(C(=O)C)OC(=O)C)C)C4(C1=CC(=O)CC4)C. Drug 2: CC1CCC2CC(C(=CC=CC=CC(CC(C(=O)C(C(C(=CC(C(=O)CC(OC(=O)C3CCCCN3C(=O)C(=O)C1(O2)O)C(C)CC4CCC(C(C4)OC)O)C)C)O)OC)C)C)C)OC. Cell line: K-562. Synergy scores: CSS=23.3, Synergy_ZIP=-2.75, Synergy_Bliss=-1.86, Synergy_Loewe=-27.4, Synergy_HSA=-2.41. (2) Drug 1: CN(C)N=NC1=C(NC=N1)C(=O)N. Drug 2: CN(CC1=CN=C2C(=N1)C(=NC(=N2)N)N)C3=CC=C(C=C3)C(=O)NC(CCC(=O)O)C(=O)O. Cell line: 786-0. Synergy scores: CSS=18.8, Synergy_ZIP=1.60, Synergy_Bliss=0.950, Synergy_Loewe=-11.5, Synergy_HSA=-0.107. (3) Drug 1: CC1=C2C(C(=O)C3(C(CC4C(C3C(C(C2(C)C)(CC1OC(=O)C(C(C5=CC=CC=C5)NC(=O)OC(C)(C)C)O)O)OC(=O)C6=CC=CC=C6)(CO4)OC(=O)C)OC)C)OC. Drug 2: CN(C)N=NC1=C(NC=N1)C(=O)N. Cell line: OVCAR-5. Synergy scores: CSS=57.0, Synergy_ZIP=9.31, Synergy_Bliss=8.00, Synergy_Loewe=-23.3, Synergy_HSA=7.89.